The task is: Predict the product of the given reaction.. This data is from Forward reaction prediction with 1.9M reactions from USPTO patents (1976-2016). (1) Given the reactants [CH:1]1(O)[C:9]2[C:4](=[CH:5][CH:6]=[CH:7][CH:8]=2)[CH2:3][CH2:2]1.C(Cl)(Cl)Cl.[N+](C1C=C([N+]([O-])=O)C=CC=1C([O-])=O)([O-])=[O:16], predict the reaction product. The product is: [C@@H:4]12[CH2:3][CH2:2][CH2:1][C@@H:9]1[CH2:8][CH2:7][CH2:6][C@@H:5]2[OH:16]. (2) Given the reactants [CH3:1][O:2][C:3]([C:5]1[CH:19]=[CH:18][C:8]([CH2:9]P(=O)(OCC)OCC)=[CH:7][CH:6]=1)=[O:4].C1OCCOCCOCCOCCOC1.[H-].[Na+].O=[C:38]1[CH2:43][CH2:42][N:41]([C:44]([O:46][C:47]([CH3:50])([CH3:49])[CH3:48])=[O:45])[CH2:40][CH2:39]1, predict the reaction product. The product is: [CH3:1][O:2][C:3]([C:5]1[CH:6]=[CH:7][C:8]([CH:9]=[C:38]2[CH2:43][CH2:42][N:41]([C:44]([O:46][C:47]([CH3:50])([CH3:49])[CH3:48])=[O:45])[CH2:40][CH2:39]2)=[CH:18][CH:19]=1)=[O:4]. (3) Given the reactants [CH3:1][Si:2]([CH3:52])([CH3:51])[CH2:3][CH2:4][O:5][CH2:6][N:7]([CH2:43][O:44][CH2:45][CH2:46][Si:47]([CH3:50])([CH3:49])[CH3:48])[C:8]1[N:13]2[N:14]=[CH:15][C:16]([C:17]3[CH:18]=[N:19][C:20]([C:23]4[CH:28]=[CH:27][CH:26]=[CH:25][CH:24]=4)=[CH:21][CH:22]=3)=[C:12]2[N:11]=[C:10]([CH:29]2[CH2:34][CH2:33][N:32]([C:35]3[O:39][C:38]([C@H:40]([OH:42])[CH3:41])=[N:37][N:36]=3)[CH2:31][CH2:30]2)[CH:9]=1.C1C(=O)N([Br:60])C(=O)C1, predict the reaction product. The product is: [CH3:48][Si:47]([CH3:50])([CH3:49])[CH2:46][CH2:45][O:44][CH2:43][N:7]([CH2:6][O:5][CH2:4][CH2:3][Si:2]([CH3:51])([CH3:1])[CH3:52])[C:8]1[N:13]2[N:14]=[CH:15][C:16]([C:17]3[CH:18]=[N:19][C:20]([C:23]4[CH:24]=[CH:25][CH:26]=[CH:27][CH:28]=4)=[CH:21][CH:22]=3)=[C:12]2[N:11]=[C:10]([CH:29]2[CH2:30][CH2:31][N:32]([C:35]3[O:39][C:38]([C@H:40]([OH:42])[CH3:41])=[N:37][N:36]=3)[CH2:33][CH2:34]2)[C:9]=1[Br:60]. (4) Given the reactants [CH3:1][N:2]([CH:4](OC)OC)[CH3:3].[CH:9]1([C:14](=[O:20])[CH2:15][C:16]([O:18][CH3:19])=[O:17])[CH2:13][CH2:12][CH2:11][CH2:10]1, predict the reaction product. The product is: [CH:9]1([C:14]([C:15](=[CH:1][N:2]([CH3:4])[CH3:3])[C:16]([O:18][CH3:19])=[O:17])=[O:20])[CH2:10][CH2:11][CH2:12][CH2:13]1. (5) Given the reactants [Br:1][C:2]1[CH:10]=[C:9]([F:11])[C:5]([C:6]([OH:8])=[O:7])=[C:4]([F:12])[CH:3]=1.S(Cl)(Cl)=O.[CH3:17]N(C=O)C, predict the reaction product. The product is: [Br:1][C:2]1[CH:3]=[C:4]([F:12])[C:5]([C:6]([O:8][CH3:17])=[O:7])=[C:9]([F:11])[CH:10]=1. (6) Given the reactants [OH:1][C:2]([CH:4]([C:6]1[CH:15]=[CH:14][C:9]([CH2:10][CH:11]([CH3:13])[CH3:12])=[CH:8][CH:7]=1)[CH3:5])=[O:3].C(N(C(C)C)C(C)C)(C)C.[CH2:26]([C:28]([O:30][CH:31](I)[C:32]([O:34][CH:35]([CH3:37])[CH3:36])=[O:33])=[S:29])[CH3:27], predict the reaction product. The product is: [CH2:26]([C:28]([O:30][CH:31]([O:3][C:2](=[O:1])[CH:4]([C:6]1[CH:7]=[CH:8][C:9]([CH2:10][CH:11]([CH3:12])[CH3:13])=[CH:14][CH:15]=1)[CH3:5])[C:32]([O:34][CH:35]([CH3:36])[CH3:37])=[O:33])=[S:29])[CH3:27]. (7) The product is: [OH:1][C:2]1[C:3]([CH3:33])([CH3:32])[C:4]2[C:9]([C:10](=[O:23])[C:11]=1[C:12]([NH:14][CH2:15][C:16]([OH:18])=[O:17])=[O:13])=[CH:8][CH:7]=[C:6]([C:24]#[C:25][C:26]1[CH:27]=[CH:28][CH:29]=[CH:30][CH:31]=1)[CH:5]=2. Given the reactants [OH:1][C:2]1[C:3]([CH3:33])([CH3:32])[C:4]2[C:9]([C:10](=[O:23])[C:11]=1[C:12]([NH:14][CH2:15][C:16]([O:18]C(C)(C)C)=[O:17])=[O:13])=[CH:8][CH:7]=[C:6]([C:24]#[C:25][C:26]1[CH:31]=[CH:30][CH:29]=[CH:28][CH:27]=1)[CH:5]=2, predict the reaction product. (8) Given the reactants [OH:1][CH2:2][CH2:3][O:4][CH2:5][CH2:6][C:7]#[N:8].[NH2:9][OH:10].[C:11]([C:18]([O:20][CH2:21][CH3:22])=[O:19])#[C:12][C:13]([O:15][CH2:16][CH3:17])=[O:14], predict the reaction product. The product is: [OH:1][CH2:2][CH2:3][O:4][CH2:5][CH2:6][C:7](=[NH:8])[NH:9][O:10][C:11](=[CH:12][C:13]([O:15][CH2:16][CH3:17])=[O:14])[C:18]([O:20][CH2:21][CH3:22])=[O:19]. (9) Given the reactants [N:1]1[C:10]2[C:5](=[CH:6][CH:7]=[CH:8][CH:9]=2)[CH:4]=[CH:3][C:2]=1[CH2:11][CH2:12][NH:13][OH:14].[Br:15][C:16]1[CH:24]=[CH:23][CH:22]=[C:21]([F:25])[C:17]=1[C:18](O)=[O:19].CCN(C(C)C)C(C)C, predict the reaction product. The product is: [Br:15][C:16]1[CH:24]=[CH:23][CH:22]=[C:21]([F:25])[C:17]=1[C:18]([N:13]([OH:14])[CH2:12][CH2:11][C:2]1[CH:3]=[CH:4][C:5]2[C:10](=[CH:9][CH:8]=[CH:7][CH:6]=2)[N:1]=1)=[O:19].